Binary Classification. Given a T-cell receptor sequence (or CDR3 region) and an epitope sequence, predict whether binding occurs between them. From a dataset of TCR-epitope binding with 47,182 pairs between 192 epitopes and 23,139 TCRs. (1) Result: 1 (the TCR binds to the epitope). The TCR CDR3 sequence is CASDGQGNGYTF. The epitope is ELAGIGILTV. (2) The epitope is TPINLVRDL. The TCR CDR3 sequence is CASRDHEIGGVTDTQYF. Result: 1 (the TCR binds to the epitope). (3) The epitope is MMISAGFSL. Result: 0 (the TCR does not bind to the epitope). The TCR CDR3 sequence is CASSSSKDRAIHEQYF. (4) The epitope is YLNTLTLAV. The TCR CDR3 sequence is CASQFADGYTF. Result: 1 (the TCR binds to the epitope). (5) The epitope is VSFIEFVGW. The TCR CDR3 sequence is CASSYSSLAGYNEQFF. Result: 0 (the TCR does not bind to the epitope). (6) The epitope is TPINLVRDL. The TCR CDR3 sequence is CASSFGLIEVPGNTIYF. Result: 0 (the TCR does not bind to the epitope).